This data is from Forward reaction prediction with 1.9M reactions from USPTO patents (1976-2016). The task is: Predict the product of the given reaction. (1) Given the reactants [C:1]([O:5][C:6](=[O:12])[C@H:7]1[CH2:11][CH2:10][CH2:9][NH:8]1)([CH3:4])([CH3:3])[CH3:2].[C:13]([OH:22])(=O)[CH2:14]/[CH:15]=[CH:16]/[CH2:17][C:18]([OH:20])=O.[CH3:23][CH2:24][OH:25], predict the reaction product. The product is: [C:1]([O:5][C:6]([C@H:7]1[CH2:11][CH2:10][CH2:9][N:8]1[C:18](=[O:20])[CH2:17]/[CH:16]=[CH:15]/[CH2:14][C:13]([N:8]1[CH2:7][CH2:11][CH2:10][C@@H:23]1[C:24]([O:5][C:1]([CH3:4])([CH3:3])[CH3:2])=[O:25])=[O:22])=[O:12])([CH3:4])([CH3:2])[CH3:3]. (2) Given the reactants [CH2:1]([N:3]1[CH2:8][CH2:7][CH2:6][CH2:5][C@@H:4]1[CH2:9][O:10][C:11]1[C:19]2[C:18]3[CH:20]=[C:21]([C:24]#[N:25])[N:22]=[CH:23][C:17]=3[N:16](COCC[Si](C)(C)C)[C:15]=2[N:14]=[CH:13][CH:12]=1)[CH3:2].Br.[OH-].[Na+].Cl, predict the reaction product. The product is: [CH2:1]([N:3]1[CH2:8][CH2:7][CH2:6][CH2:5][C@@H:4]1[CH2:9][O:10][C:11]1[C:19]2[C:18]3[CH:20]=[C:21]([C:24]#[N:25])[N:22]=[CH:23][C:17]=3[NH:16][C:15]=2[N:14]=[CH:13][CH:12]=1)[CH3:2]. (3) Given the reactants Br[C:2]1[N:3]=[CH:4][C:5]2[C:10]([CH:11]=1)=[CH:9][CH:8]=[CH:7][CH:6]=2.N#N.[CH3:14][N:15](C=O)C, predict the reaction product. The product is: [CH:4]1[C:5]2[C:10](=[CH:9][CH:8]=[CH:7][CH:6]=2)[C:11]([C:14]#[N:15])=[CH:2][N:3]=1. (4) Given the reactants [F:1][C:2]1[C:11]([F:12])=[C:10]2[C:5]([C:6]([OH:21])=[C:7]([C:16](OCC)=[O:17])[C:8](=[O:15])[C:9]2([CH3:14])[CH3:13])=[CH:4][CH:3]=1.Cl.[NH2:23][CH2:24][C:25]([O:27][C:28]([CH3:31])([CH3:30])[CH3:29])=[O:26].C(N(C(C)C)C(C)C)C, predict the reaction product. The product is: [F:1][C:2]1[C:11]([F:12])=[C:10]2[C:5]([C:6]([OH:21])=[C:7]([C:16]([NH:23][CH2:24][C:25]([O:27][C:28]([CH3:31])([CH3:30])[CH3:29])=[O:26])=[O:17])[C:8](=[O:15])[C:9]2([CH3:13])[CH3:14])=[CH:4][CH:3]=1. (5) Given the reactants [C:1]([NH:4]/[C:5](=[CH:9]\[C:10]1[CH:15]=[CH:14][C:13]([O:16][CH3:17])=[CH:12][C:11]=1[F:18])/[C:6]([OH:8])=[O:7])(=[O:3])[CH3:2], predict the reaction product. The product is: [C:1]([NH:4][CH:5]([CH2:9][C:10]1[CH:15]=[CH:14][C:13]([O:16][CH3:17])=[CH:12][C:11]=1[F:18])[C:6]([OH:8])=[O:7])(=[O:3])[CH3:2].